This data is from Full USPTO retrosynthesis dataset with 1.9M reactions from patents (1976-2016). The task is: Predict the reactants needed to synthesize the given product. (1) Given the product [Cl:3][C:4]1[CH:5]=[C:6]([C:14]2[O:18][N:17]=[C:16]([C:19]3[CH:20]=[C:21]4[C:25](=[CH:26][CH:27]=3)[NH:24][C:23]([CH2:28][CH2:29][C:30]([O-:32])=[O:31])=[CH:22]4)[N:15]=2)[CH:7]=[CH:8][C:9]=1[O:10][CH:11]([CH3:13])[CH3:12].[Na+:2], predict the reactants needed to synthesize it. The reactants are: [OH-].[Na+:2].[Cl:3][C:4]1[CH:5]=[C:6]([C:14]2[O:18][N:17]=[C:16]([C:19]3[CH:20]=[C:21]4[C:25](=[CH:26][CH:27]=3)[NH:24][C:23]([CH2:28][CH2:29][C:30]([O:32]CC)=[O:31])=[CH:22]4)[N:15]=2)[CH:7]=[CH:8][C:9]=1[O:10][CH:11]([CH3:13])[CH3:12]. (2) Given the product [Cl:37][C:32]1[CH:33]=[CH:34][CH:35]=[CH:36][C:31]=1[C@H:29]([O:28][C:26]([NH:25][C:24]1[N:20]([C:17]2[CH:18]=[CH:19][C:14]([C:13]([NH:12][C@H:4]([CH2:5][C:6]3[CH:7]=[CH:8][CH:9]=[CH:10][CH:11]=3)[C:3]([OH:40])=[O:2])=[O:39])=[CH:15][CH:16]=2)[N:21]=[CH:22][C:23]=1[CH3:38])=[O:27])[CH3:30], predict the reactants needed to synthesize it. The reactants are: C[O:2][C:3](=[O:40])[C@H:4]([NH:12][C:13](=[O:39])[C:14]1[CH:19]=[CH:18][C:17]([N:20]2[C:24]([NH:25][C:26]([O:28][C@@H:29]([C:31]3[CH:36]=[CH:35][CH:34]=[CH:33][C:32]=3[Cl:37])[CH3:30])=[O:27])=[C:23]([CH3:38])[CH:22]=[N:21]2)=[CH:16][CH:15]=1)[CH2:5][C:6]1[CH:11]=[CH:10][CH:9]=[CH:8][CH:7]=1.C1COCC1.[Li+].[OH-].Cl. (3) Given the product [BrH:1].[NH2:18][C:7]1[CH:8]=[C:9]2[C:4]([C:3]3[C:2]([Br:1])=[CH:14][CH:13]=[C:12]([C:15]([NH2:16])=[O:17])[C:11]=3[NH:10]2)=[CH:5][CH:6]=1, predict the reactants needed to synthesize it. The reactants are: [Br:1][C:2]1[CH:14]=[CH:13][C:12]([C:15](=[O:17])[NH2:16])=[C:11]2[C:3]=1[C:4]1[CH:5]=[CH:6][C:7]([NH:18]C(=O)OCC3C=CC=CC=3)=[CH:8][C:9]=1[NH:10]2.Br. (4) Given the product [CH3:19][C:16]1([CH3:20])[O:17][CH2:18][C:13]2=[C:12]([N:21]3[CH2:26][CH2:25][O:24][CH2:23][CH2:22]3)[N:11]=[C:9]3[O:10][C:3]4[C:4](=[N:5][CH:6]=[N:7][C:2]=4[NH:35][CH2:34][CH2:33][N:27]4[CH2:32][CH2:31][O:30][CH2:29][CH2:28]4)[C:8]3=[C:14]2[CH2:15]1, predict the reactants needed to synthesize it. The reactants are: Cl[C:2]1[N:7]=[CH:6][N:5]=[C:4]2[C:8]3[C:9](=[N:11][C:12]([N:21]4[CH2:26][CH2:25][O:24][CH2:23][CH2:22]4)=[C:13]4[CH2:18][O:17][C:16]([CH3:20])([CH3:19])[CH2:15][C:14]=34)[O:10][C:3]=12.[N:27]1([CH2:33][CH2:34][NH2:35])[CH2:32][CH2:31][O:30][CH2:29][CH2:28]1. (5) Given the product [Cl:1][C:2]1[CH:30]=[C:29]([Cl:31])[CH:28]=[CH:27][C:3]=1[CH2:4][N:5]([CH3:26])[C:6]([C:8]1[NH:12][C:11]([C:13]([NH:42][CH2:41][C:34]2[C:35]3[C:40](=[CH:39][CH:38]=[CH:37][CH:36]=3)[NH:32][N:33]=2)=[O:14])=[C:10]([S:16]([C:19]2[CH:20]=[CH:21][CH:22]=[CH:23][CH:24]=2)(=[O:18])=[O:17])[C:9]=1[CH3:25])=[O:7], predict the reactants needed to synthesize it. The reactants are: [Cl:1][C:2]1[CH:30]=[C:29]([Cl:31])[CH:28]=[CH:27][C:3]=1[CH2:4][N:5]([CH3:26])[C:6]([C:8]1[NH:12][C:11]([C:13](O)=[O:14])=[C:10]([S:16]([C:19]2[CH:24]=[CH:23][CH:22]=[CH:21][CH:20]=2)(=[O:18])=[O:17])[C:9]=1[CH3:25])=[O:7].[NH:32]1[C:40]2[C:35](=[CH:36][CH:37]=[CH:38][CH:39]=2)[C:34]([CH2:41][NH2:42])=[N:33]1.ON1C2C=CC=CC=2N=N1.Cl.CN(C)CCCN=C=NCC. (6) Given the product [Br:28][C:29]1[N:30]=[CH:31][C:32](/[CH:35]=[CH:1]/[S:2]([O:5][CH2:6][CH3:7])(=[O:4])=[O:3])=[CH:33][CH:34]=1, predict the reactants needed to synthesize it. The reactants are: [CH3:1][S:2]([O:5][CH2:6][CH3:7])(=[O:4])=[O:3].C([Li])CCC.CCCCCC.P(Cl)(OCC)(OCC)=O.[Br:28][C:29]1[CH:34]=[CH:33][C:32]([CH:35]=O)=[CH:31][N:30]=1. (7) Given the product [Br:1][C:2]1[CH:3]=[CH:4][CH:5]=[C:6]([CH:8]([C:10]2[CH:15]=[CH:14][CH:13]=[C:12]([Br:16])[N:11]=2)[Cl:37])[N:7]=1, predict the reactants needed to synthesize it. The reactants are: [Br:1][C:2]1[N:7]=[C:6]([CH:8]([C:10]2[CH:15]=[CH:14][CH:13]=[C:12]([Br:16])[N:11]=2)O)[CH:5]=[CH:4][CH:3]=1.C1(P(C2C=CC=CC=2)C2C=CC=CC=2)C=CC=CC=1.C(Cl)(Cl)(Cl)[Cl:37]. (8) Given the product [Br:1][C:2]1[C:11]2[C:6](=[CH:7][CH:8]=[C:9]([O:12][CH3:13])[CH:10]=2)[C:5]([Cl:17])=[N:4][CH:3]=1, predict the reactants needed to synthesize it. The reactants are: [Br:1][C:2]1[C:11]2[C:6](=[CH:7][CH:8]=[C:9]([O:12][CH3:13])[CH:10]=2)[C:5](=O)[NH:4][CH:3]=1.O=P(Cl)(Cl)[Cl:17]. (9) Given the product [CH2:1]([C@H:3]1[N:8]([CH2:9][C:10]([F:13])([F:11])[F:12])[C:7]2[CH:14]=[CH:15][C:16]([NH:18][C:19](=[O:24])[C:20]([CH3:23])([CH3:22])[CH3:21])=[C:17]([C:32](=[O:33])[C:31]([F:38])([F:37])[F:30])[C:6]=2[O:5][CH2:4]1)[CH3:2], predict the reactants needed to synthesize it. The reactants are: [CH2:1]([C@H:3]1[N:8]([CH2:9][C:10]([F:13])([F:12])[F:11])[C:7]2[CH:14]=[CH:15][C:16]([NH:18][C:19](=[O:24])[C:20]([CH3:23])([CH3:22])[CH3:21])=[CH:17][C:6]=2[O:5][CH2:4]1)[CH3:2].[Li]CCCC.[F:30][C:31]([F:38])([F:37])[C:32](OCC)=[O:33].[Cl-].[NH4+].